Dataset: CYP2D6 inhibition data for predicting drug metabolism from PubChem BioAssay. Task: Regression/Classification. Given a drug SMILES string, predict its absorption, distribution, metabolism, or excretion properties. Task type varies by dataset: regression for continuous measurements (e.g., permeability, clearance, half-life) or binary classification for categorical outcomes (e.g., BBB penetration, CYP inhibition). Dataset: cyp2d6_veith. (1) The compound is CCc1ccc2nc(NC(=O)c3cc(C)on3)sc2c1. The result is 0 (non-inhibitor). (2) The result is 1 (inhibitor). The drug is COc1ccc(CNc2ncncc2-c2ccoc2)c(OC)c1. (3) The result is 1 (inhibitor). The drug is CC(C)C(=O)c1c(C(C)C)nn2ccccc12. (4) The drug is COc1ccc2[nH]cc(CCNc3ncnc4ccc(-c5ccccc5CN(C)C)cc34)c2c1. The result is 1 (inhibitor). (5) The compound is C[C@@](Br)(C(=O)O)[C@H](Br)C(=O)O. The result is 0 (non-inhibitor). (6) The molecule is CC[C@@]1(O)C(=O)COc2c1cc1n(c2=O)Cc2c-1nc1cccc(C(C)C)c1c2[Si](C)(C)C. The result is 0 (non-inhibitor).